This data is from Reaction yield outcomes from USPTO patents with 853,638 reactions. The task is: Predict the reaction yield, written as a fraction of the theoretical maximum amount of product (1.0 means a 100% yield; for example, 0.34 means a 34% yield). The reactants are [C:1]([Si:5]([CH3:23])([CH3:22])[O:6][C@H:7]1[CH2:15][CH2:14][CH2:13][C@@:12]2([CH3:16])[C@H:8]1[CH2:9][CH2:10][C@@H:11]2[C:17](=[CH2:21])[CH2:18][CH2:19][OH:20])([CH3:4])([CH3:3])[CH3:2].ClCCl.N1C=CN=C1.[Si:32](Cl)([C:35]([CH3:38])([CH3:37])[CH3:36])([CH3:34])[CH3:33]. The catalyst is O. The product is [C:1]([Si:5]([CH3:23])([CH3:22])[O:6][C@H:7]1[CH2:15][CH2:14][CH2:13][C@@:12]2([CH3:16])[C@H:8]1[CH2:9][CH2:10][C@@H:11]2[C:17](=[CH2:21])[CH2:18][CH2:19][O:20][Si:32]([C:35]([CH3:38])([CH3:37])[CH3:36])([CH3:34])[CH3:33])([CH3:4])([CH3:3])[CH3:2]. The yield is 0.950.